Dataset: Full USPTO retrosynthesis dataset with 1.9M reactions from patents (1976-2016). Task: Predict the reactants needed to synthesize the given product. (1) Given the product [CH3:16][C:13]1([CH3:17])[CH2:14][CH2:15][C:10]([C:3]2[CH:4]=[C:5]([C:6]3[N:18]([Sn:21]([CH3:24])([CH3:23])[CH3:22])[N:19]=[N:20][N:7]=3)[CH:8]=[CH:9][C:2]=2[NH2:1])=[CH:11][CH2:12]1, predict the reactants needed to synthesize it. The reactants are: [NH2:1][C:2]1[CH:9]=[CH:8][C:5]([C:6]#[N:7])=[CH:4][C:3]=1[C:10]1[CH2:15][CH2:14][C:13]([CH3:17])([CH3:16])[CH2:12][CH:11]=1.[N:18]([Sn:21]([CH3:24])([CH3:23])[CH3:22])=[N+:19]=[N-:20]. (2) Given the product [O:13]1[C:9]2[CH:8]=[CH:7][CH:6]=[C:5]([O:4][C:3]3[CH:14]=[CH:15][C:16]([NH2:18])=[CH:17][C:2]=3[F:1])[C:10]=2[CH:11]=[CH:12]1, predict the reactants needed to synthesize it. The reactants are: [F:1][C:2]1[CH:17]=[C:16]([N+:18]([O-])=O)[CH:15]=[CH:14][C:3]=1[O:4][C:5]1[C:10]2[CH:11]=[CH:12][O:13][C:9]=2[CH:8]=[CH:7][CH:6]=1.